Dataset: Full USPTO retrosynthesis dataset with 1.9M reactions from patents (1976-2016). Task: Predict the reactants needed to synthesize the given product. (1) The reactants are: [Cl:1][C:2]1[CH:18]=[CH:17][C:5]([CH2:6][NH:7][C:8]([C:10]2([C:13]([F:16])([F:15])[F:14])[CH2:12][CH2:11]2)=[O:9])=[CH:4][C:3]=1[N+:19]([O-])=O. Given the product [Cl:1][C:2]1[CH:18]=[CH:17][C:5]([CH2:6][NH:7][C:8]([C:10]2([C:13]([F:15])([F:16])[F:14])[CH2:12][CH2:11]2)=[O:9])=[CH:4][C:3]=1[NH2:19], predict the reactants needed to synthesize it. (2) Given the product [C:1]1([C:25]2[CH:26]=[CH:27][CH:28]=[CH:29][CH:30]=2)[CH:6]=[CH:5][C:4]([C:7]2[C:22]([F:23])=[CH:21][C:10]3[NH:11][C:12]([O:107][C@H:105]4[C@H:104]5[O:184][CH2:183][C@@H:175]([OH:178])[C@H:102]5[O:103][CH2:106]4)=[N:13][C:9]=3[C:8]=2[F:24])=[CH:3][CH:2]=1, predict the reactants needed to synthesize it. The reactants are: [C:1]1([C:25]2[CH:30]=[CH:29][CH:28]=[CH:27][CH:26]=2)[CH:6]=[CH:5][C:4]([C:7]2[C:22]([F:23])=[CH:21][C:10]3[N:11](CC=C)[C:12](S(C)(=O)=O)=[N:13][C:9]=3[C:8]=2[F:24])=[CH:3][CH:2]=1.CC(C1NC(=O)C(CCSC)NC(=O)C(NC(C(NC(C(N[C:102]([CH:104](NC(C(N)CC(O)=O)=O)[CH:105]([OH:107])[CH3:106])=[O:103])CCSC)=O)CCCNC(N)=N)=O)CSSCC(C(NC(C(NC(C(NC(C(O)=O)C(C)C)=O)CCC(O)=O)=O)CC2C3C(=CC=CC=3)NC=2)=O)NC(=O)C2N(CCC2)C(=O)C(CCCNC(N)=N)NC(=O)C(CC2C=CC(O)=CC=2)NC(=O)C(C(C)C)NC(=O)C(CCCNC(N)=N)NC(=O)CNC1=O)C.[C:175]([O-:178])([O-])=O.[Cs+].[Cs+].CN1C(=O)CC(=O)N(C)[C:183]1=[O:184].CCCC[N+](CCCC)(CCCC)CCCC.[F-].C1COCC1. (3) Given the product [CH3:22][C:19]1[N:18]=[N:17][C:16]([NH:1][C:2]2[CH:14]=[CH:13][C:5]3[S:6][C:7]4[CH:12]=[CH:11][CH:10]=[CH:9][C:8]=4[C:4]=3[CH:3]=2)=[CH:21][CH:20]=1, predict the reactants needed to synthesize it. The reactants are: [NH2:1][C:2]1[CH:14]=[CH:13][C:5]2[S:6][C:7]3[CH:12]=[CH:11][CH:10]=[CH:9][C:8]=3[C:4]=2[CH:3]=1.Cl[C:16]1[N:17]=[N:18][C:19]([CH3:22])=[CH:20][CH:21]=1.CC(C)([O-])C.[Na+]. (4) Given the product [OH:17][C:15]1[C:9]([C:10]([O:12][CH2:13][CH3:14])=[O:11])=[CH:8][N:7]=[C:5]2[N:4]([C:20]3[CH:25]=[CH:24][CH:23]=[CH:22][N:21]=3)[N:3]=[C:2]([CH3:1])[C:6]=12, predict the reactants needed to synthesize it. The reactants are: [CH3:1][C:2]1[CH:6]=[C:5]([NH:7][CH:8]=[C:9]([C:15]([O:17]CC)=O)[C:10]([O:12][CH2:13][CH3:14])=[O:11])[N:4]([C:20]2[CH:25]=[CH:24][CH:23]=[CH:22][N:21]=2)[N:3]=1.[OH-].[Na+]. (5) Given the product [N:24]1[CH:25]=[CH:26][N:27]2[CH:32]=[C:31]([C:2]3[N:11]=[C:10]([NH:12][CH2:13][CH:14]([C:18]4[CH:23]=[CH:22][CH:21]=[CH:20][CH:19]=4)[CH:15]([CH3:17])[CH3:16])[C:9]4[C:4](=[CH:5][CH:6]=[CH:7][CH:8]=4)[N:3]=3)[CH:30]=[CH:29][C:28]=12, predict the reactants needed to synthesize it. The reactants are: Cl[C:2]1[N:11]=[C:10]([NH:12][CH2:13][CH:14]([C:18]2[CH:23]=[CH:22][CH:21]=[CH:20][CH:19]=2)[CH:15]([CH3:17])[CH3:16])[C:9]2[C:4](=[CH:5][CH:6]=[CH:7][CH:8]=2)[N:3]=1.[N:24]1[CH:25]=[CH:26][N:27]2[CH:32]=[C:31](B(O)O)[CH:30]=[CH:29][C:28]=12.C(NC1C2C(=CC=CC=2)N=C(C2SC3C=CC=CC=3C=2)N=1)(C1C=CC=CC=1)C1C=CC=CC=1. (6) The reactants are: Br[CH2:2][C:3]1[CH:12]=[C:11]2[C:6]([C:7](Cl)=[CH:8][C:9]([C:13]#[N:14])=[N:10]2)=[CH:5][CH:4]=1.[CH:16]1([C:19]2[N:24]=[CH:23][C:22](B3OC(C)(C)C(C)(C)O3)=[CH:21][N:20]=2)[CH2:18][CH2:17]1.[O-]P([O-])([O-])=O.[K+].[K+].[K+].[CH3:42][N:43]1[CH:47]=[C:46](B2OC(C)(C)C(C)(C)O2)[CH:45]=[N:44]1. Given the product [CH:16]1([C:19]2[N:20]=[CH:21][C:22]([CH2:2][C:3]3[CH:12]=[C:11]4[C:6]([C:7]([C:46]5[CH:45]=[N:44][N:43]([CH3:42])[CH:47]=5)=[CH:8][C:9]([C:13]#[N:14])=[N:10]4)=[CH:5][CH:4]=3)=[CH:23][N:24]=2)[CH2:17][CH2:18]1, predict the reactants needed to synthesize it.